This data is from Forward reaction prediction with 1.9M reactions from USPTO patents (1976-2016). The task is: Predict the product of the given reaction. (1) Given the reactants [CH3:1][C:2]1[CH:7]=[C:6]([CH3:8])[CH:5]=[CH:4][C:3]=1[N:9]1[CH2:14][CH2:13][NH:12][CH2:11][C@H:10]1[CH3:15].[Br:16][C:17]1[CH:25]=[CH:24][C:20]([C:21](O)=[O:22])=[C:19]([S:26]([CH3:29])(=[O:28])=[O:27])[CH:18]=1, predict the reaction product. The product is: [Br:16][C:17]1[CH:25]=[CH:24][C:20]([C:21]([N:12]2[CH2:13][CH2:14][N:9]([C:3]3[CH:4]=[CH:5][C:6]([CH3:8])=[CH:7][C:2]=3[CH3:1])[C@H:10]([CH3:15])[CH2:11]2)=[O:22])=[C:19]([S:26]([CH3:29])(=[O:28])=[O:27])[CH:18]=1. (2) Given the reactants Cl[C:2]1[C:3]2[CH2:11][CH2:10][N:9](C(=O)C(F)(F)F)[CH2:8][C:4]=2[N:5]=[CH:6][N:7]=1.[O:18]1[CH2:23][CH2:22][CH2:21][CH2:20][CH:19]1[N:24]1[C:28](B2OC(C)(C)C(C)(C)O2)=[CH:27][CH:26]=[N:25]1.O1CCOCC1.C([O-])([O-])=O.[Na+].[Na+], predict the reaction product. The product is: [NH3:5].[O:18]1[CH2:23][CH2:22][CH2:21][CH2:20][CH:19]1[N:24]1[C:28]([C:2]2[C:3]3[CH2:11][CH2:10][NH:9][CH2:8][C:4]=3[N:5]=[CH:6][N:7]=2)=[CH:27][CH:26]=[N:25]1. (3) Given the reactants [F:1][C:2]([F:16])([F:15])[C:3]([NH:5][CH2:6][CH2:7][CH2:8][CH2:9][C@H:10]([NH2:14])[C:11]([OH:13])=[O:12])=[O:4].[C:17]([O:21][C:22](=O)[O:23]C(C)(C)C)([CH3:20])([CH3:19])[CH3:18].O.Cl, predict the reaction product. The product is: [F:1][C:2]([F:15])([F:16])[C:3]([NH:5][CH2:6][CH2:7][CH2:8][CH2:9][C@H:10]([NH:14][C:22]([O:21][C:17]([CH3:20])([CH3:19])[CH3:18])=[O:23])[C:11]([OH:13])=[O:12])=[O:4]. (4) The product is: [C:8]([C:4]1[CH:3]=[C:2]([C:15]#[C:16][C:17]2[CH:18]=[N:19][CH:20]=[C:21]([CH:24]=2)[C:22]#[N:23])[CH:7]=[CH:6][CH:5]=1)(=[O:10])[CH3:9]. Given the reactants I[C:2]1[CH:3]=[C:4]([C:8](=[O:10])[CH3:9])[CH:5]=[CH:6][CH:7]=1.C[Si]([C:15]#[C:16][C:17]1[CH:18]=[N:19][CH:20]=[C:21]([CH:24]=1)[C:22]#[N:23])(C)C, predict the reaction product. (5) Given the reactants [CH3:1][S:2]([O:5][C@@H:6]1[C@@H:12]([NH:13][C:14](=[O:26])[C:15]2[CH:20]=[CH:19][CH:18]=[C:17]([O:21][C:22](=[O:24])[CH3:23])[C:16]=2[CH3:25])[CH2:11]OC(C)(C)[O:8][CH2:7]1)(=[O:4])=[O:3].C(N(CC)CC)C, predict the reaction product. The product is: [CH3:1][S:2]([O:5][C@H:6]([C@@H:12]1[CH2:11][O:26][C:14]([C:15]2[CH:20]=[CH:19][CH:18]=[C:17]([O:21][C:22](=[O:24])[CH3:23])[C:16]=2[CH3:25])=[N:13]1)[CH2:7][OH:8])(=[O:3])=[O:4].